Dataset: Forward reaction prediction with 1.9M reactions from USPTO patents (1976-2016). Task: Predict the product of the given reaction. (1) Given the reactants Cl.[CH2:2]([NH:12][C:13]([NH:15][C:16](=[NH:23])[N:17]1[CH2:22][CH2:21][S:20][CH2:19][CH2:18]1)=[NH:14])[CH2:3][CH2:4][CH2:5][CH2:6][CH2:7][CH2:8][CH2:9][CH2:10][CH3:11].C(O)C.S(=O)(=O)(O)O.[CH3:32][C:33]([CH3:35])=O, predict the reaction product. The product is: [CH2:2]([NH:12][C:13]1[NH:14][C:33]([CH3:35])([CH3:32])[N:23]=[C:16]([N:17]2[CH2:22][CH2:21][S:20][CH2:19][CH2:18]2)[N:15]=1)[CH2:3][CH2:4][CH2:5][CH2:6][CH2:7][CH2:8][CH2:9][CH2:10][CH3:11]. (2) Given the reactants [CH2:1]([OH:4])[CH2:2][OH:3].C1(C)C=CC(S(O)(=O)=O)=CC=1.[C:16]([C:18]1([C:25]2[S:26][CH:27]=[CH:28][CH:29]=2)[CH2:23][CH2:22][C:21](=O)[CH2:20][CH2:19]1)#[N:17].O, predict the reaction product. The product is: [C:16]([C:18]1([C:25]2[S:26][CH:27]=[CH:28][CH:29]=2)[CH2:19][CH2:20][C:21]2([O:4][CH2:1][CH2:2][O:3]2)[CH2:22][CH2:23]1)#[N:17].